From a dataset of Full USPTO retrosynthesis dataset with 1.9M reactions from patents (1976-2016). Predict the reactants needed to synthesize the given product. (1) Given the product [Br:16][C:17]1[CH:26]=[C:21]2[C:20](=[C:19]([O:1][C@H:2]3[CH2:6][CH2:5][N:4]([C:7]([O:9][C:10]([CH3:13])([CH3:12])[CH3:11])=[O:8])[CH2:3]3)[N:18]=1)[N:29]=[CH:24][CH:23]=[CH:22]2, predict the reactants needed to synthesize it. The reactants are: [OH:1][C@H:2]1[CH2:6][CH2:5][N:4]([C:7]([O:9][C:10]([CH3:13])([CH3:12])[CH3:11])=[O:8])[CH2:3]1.[H-].[Na+].[Br:16][C:17]1[C:26]2[C:21](=[CH:22][CH:23]=[CH:24]C=2)[CH:20]=[C:19](Br)[N:18]=1.C[N:29]1CCCC1=O. (2) Given the product [CH:21]1([N:16]2[C:2]3[CH:7]=[C:22](/[CH:23]=[C:12]4/[C:13](=[O:15])[N:14]=[C:10]([NH:9][C:3]5[C:2]([Cl:1])=[CH:7][CH:6]=[CH:5][C:4]=5[Cl:8])[S:11]/4)[CH:5]=[CH:4][C:3]=3[N:9]=[CH:10]2)[CH2:20][CH2:19][CH2:18][CH2:17]1, predict the reactants needed to synthesize it. The reactants are: [Cl:1][C:2]1[CH:7]=[CH:6][CH:5]=[C:4]([Cl:8])[C:3]=1[NH:9][C:10]1[S:11][CH2:12][C:13](=[O:15])[N:14]=1.[NH:16]1[CH2:21][CH2:20][CH2:19][CH2:18][CH2:17]1.[CH2:22](O)[CH3:23].